Dataset: Forward reaction prediction with 1.9M reactions from USPTO patents (1976-2016). Task: Predict the product of the given reaction. (1) Given the reactants [F:1][C:2]1[CH:3]=[C:4]([NH2:12])[CH:5]=[CH:6][C:7]=1[C:8]([F:11])([F:10])[F:9].[C:13](OC(=O)C)(=[O:15])[CH3:14], predict the reaction product. The product is: [F:1][C:2]1[CH:3]=[C:4]([NH:12][C:13](=[O:15])[CH3:14])[CH:5]=[CH:6][C:7]=1[C:8]([F:10])([F:11])[F:9]. (2) Given the reactants [Br:1]Br.[N:3]1[CH:4]=[CH:5][N:6]2[C:11]=1[CH:10]=[CH:9][C:8]([C:12]1[CH:19]=[CH:18][C:15]([C:16]#[N:17])=[CH:14][CH:13]=1)=[N:7]2.C([O-])(=O)C.[Na+].O, predict the reaction product. The product is: [Br:1][C:5]1[N:6]2[N:7]=[C:8]([C:12]3[CH:19]=[CH:18][C:15]([C:16]#[N:17])=[CH:14][CH:13]=3)[CH:9]=[CH:10][C:11]2=[N:3][CH:4]=1.